From a dataset of Full USPTO retrosynthesis dataset with 1.9M reactions from patents (1976-2016). Predict the reactants needed to synthesize the given product. (1) Given the product [CH2:1]([O:8][C:9]1[C:10](=[O:23])[CH:11]=[CH:12][N:13]([CH2:15][C:16]([F:19])([F:18])[F:17])[CH:14]=1)[C:2]1[CH:3]=[CH:4][CH:5]=[CH:6][CH:7]=1, predict the reactants needed to synthesize it. The reactants are: [CH2:1]([O:8][C:9]1[C:10](=[O:23])[CH:11]=[C:12](C(O)=O)[N:13]([CH2:15][C:16]([F:19])([F:18])[F:17])[CH:14]=1)[C:2]1[CH:7]=[CH:6][CH:5]=[CH:4][CH:3]=1. (2) Given the product [CH2:1]([N:8]1[CH2:12][C@@H:11]2[C:14]3[CH:15]=[CH:16][C:17]([Br:23])=[C:18]([Cl:22])[C:19]=3[CH2:20][O:21][C@@:10]2([CH3:24])[CH2:9]1)[C:2]1[CH:3]=[CH:4][CH:5]=[CH:6][CH:7]=1, predict the reactants needed to synthesize it. The reactants are: [CH2:1]([N:8]1[C:12](=O)[C@@H:11]2[C:14]3[CH:15]=[CH:16][C:17]([Br:23])=[C:18]([Cl:22])[C:19]=3[CH2:20][O:21][C@@:10]2([CH3:24])[CH2:9]1)[C:2]1[CH:7]=[CH:6][CH:5]=[CH:4][CH:3]=1.B.CSC.Cl. (3) The reactants are: O[CH2:2][C:3]1[CH:31]=[CH:30][C:6]([O:7][CH2:8][C:9]2[N:10]=[C:11]([C:15]3[CH:16]=[CH:17][C:18]([O:25][S:26]([CH3:29])(=[O:28])=[O:27])=[C:19]([CH:24]=3)[C:20]([O:22][CH3:23])=[O:21])[O:12][C:13]=2[CH3:14])=[C:5]([O:32][CH3:33])[CH:4]=1.C1(C)C=CC=CC=1.S(Cl)([Cl:43])=O. Given the product [Cl:43][CH2:2][C:3]1[CH:31]=[CH:30][C:6]([O:7][CH2:8][C:9]2[N:10]=[C:11]([C:15]3[CH:16]=[CH:17][C:18]([O:25][S:26]([CH3:29])(=[O:28])=[O:27])=[C:19]([CH:24]=3)[C:20]([O:22][CH3:23])=[O:21])[O:12][C:13]=2[CH3:14])=[C:5]([O:32][CH3:33])[CH:4]=1, predict the reactants needed to synthesize it. (4) Given the product [C:5]([N:8]1[CH2:13][CH2:12][CH2:11][CH:10]([C:14]([C:25]2[CH:26]=[CH:27][C:22]([F:21])=[CH:23][CH:24]=2)=[O:16])[CH2:9]1)(=[O:7])[CH3:6], predict the reactants needed to synthesize it. The reactants are: S(Cl)(Cl)=O.[C:5]([N:8]1[CH2:13][CH2:12][CH2:11][CH:10]([C:14]([OH:16])=O)[CH2:9]1)(=[O:7])[CH3:6].[Cl-].[Al+3].[Cl-].[Cl-].[F:21][C:22]1[CH:27]=[CH:26][CH:25]=[CH:24][CH:23]=1. (5) Given the product [CH3:28][O:27][C:25]([C:24]1[CH:29]=[CH:30][C:21]([C@@H:19]([NH:18][C:14]([CH:9]2[CH2:10][CH2:11][CH2:12][CH2:13][N:8]2[C:6]([O:5][C:1]([CH3:2])([CH3:3])[CH3:4])=[O:7])=[O:16])[CH3:20])=[CH:22][CH:23]=1)=[O:26], predict the reactants needed to synthesize it. The reactants are: [C:1]([O:5][C:6]([N:8]1[CH2:13][CH2:12][CH2:11][CH2:10][CH:9]1[C:14]([OH:16])=O)=[O:7])([CH3:4])([CH3:3])[CH3:2].Cl.[NH2:18][C@H:19]([C:21]1[CH:30]=[CH:29][C:24]([C:25]([O:27][CH3:28])=[O:26])=[CH:23][CH:22]=1)[CH3:20]. (6) The reactants are: Cl[C:2]1[CH:3]=[C:4]([N:9]2[C:13]3[C:14](=[O:31])[N:15]([C:18]4[CH:23]=[CH:22][C:21]([N:24]5[CH2:29][CH2:28][CH2:27][CH2:26][C:25]5=[O:30])=[CH:20][CH:19]=4)[CH2:16][CH2:17][C:12]=3[C:11]([C:32]([F:35])([F:34])[F:33])=[N:10]2)[CH:5]=[CH:6][C:7]=1[F:8].C[C:37]([N:39](C)C)=O. Given the product [F:8][C:7]1[CH:6]=[CH:5][C:4]([N:9]2[C:13]3[C:14](=[O:31])[N:15]([C:18]4[CH:19]=[CH:20][C:21]([N:24]5[CH2:29][CH2:28][CH2:27][CH2:26][C:25]5=[O:30])=[CH:22][CH:23]=4)[CH2:16][CH2:17][C:12]=3[C:11]([C:32]([F:35])([F:34])[F:33])=[N:10]2)=[CH:3][C:2]=1[C:37]#[N:39], predict the reactants needed to synthesize it. (7) The reactants are: C([O:8][C:9]1[N:14]2[N:15]=[C:16]([CH3:23])[C:17]([C:18]([O:20][CH2:21][CH3:22])=[O:19])=[C:13]2[CH:12]=[C:11]([CH3:24])[CH:10]=1)C1C=CC=CC=1.C1CCCCC=1. Given the product [OH:8][C:9]1[N:14]2[N:15]=[C:16]([CH3:23])[C:17]([C:18]([O:20][CH2:21][CH3:22])=[O:19])=[C:13]2[CH:12]=[C:11]([CH3:24])[CH:10]=1, predict the reactants needed to synthesize it. (8) Given the product [F:23][C:20]([F:21])([F:22])[C:18]1[CH:17]=[C:16]([C:24]([CH3:45])([CH3:44])[C:25]([N:27]([C:29]2[CH:30]=[N:31][C:32]([N:6]3[CH2:5][CH2:4][N:3]4[CH2:7][CH2:8][CH2:9][C:2]4([CH2:10][OH:11])[CH2:1]3)=[CH:33][C:34]=2[C:35]2[CH:40]=[CH:39][C:38]([F:41])=[CH:37][C:36]=2[CH3:42])[CH3:28])=[O:26])[CH:15]=[C:14]([C:13]([F:47])([F:12])[F:46])[CH:19]=1, predict the reactants needed to synthesize it. The reactants are: [CH2:1]1[NH:6][CH2:5][CH2:4][N:3]2[CH2:7][CH2:8][CH2:9][C:2]12[CH2:10][OH:11].[F:12][C:13]([F:47])([F:46])[C:14]1[CH:15]=[C:16]([C:24]([CH3:45])([CH3:44])[C:25]([N:27]([C:29]2[CH:30]=[N:31][C:32](Cl)=[CH:33][C:34]=2[C:35]2[CH:40]=[CH:39][C:38]([F:41])=[CH:37][C:36]=2[CH3:42])[CH3:28])=[O:26])[CH:17]=[C:18]([C:20]([F:23])([F:22])[F:21])[CH:19]=1.C(=O)([O-])[O-].[K+].[K+]. (9) Given the product [F:34][C:33]([F:36])([F:35])[C:40]([O-:41])=[O:17].[F:1][C:2]1[CH:7]=[CH:6][CH:5]=[CH:4][C:3]=1[C:8]1[CH:9]=[C:10]2[CH:15]=[CH:14][N:13]([CH2:20][C:21]3[O:25][N:24]=[C:23]([C:26]4[CH:31]=[CH:30][C:29]([F:32])=[CH:28][C:27]=4[C:33]([F:36])([F:34])[F:35])[CH:22]=3)[CH:12]=[C:11]2[NH+:16]=1, predict the reactants needed to synthesize it. The reactants are: [F:1][C:2]1[CH:7]=[CH:6][CH:5]=[CH:4][C:3]=1[C:8]1[NH:16][C:11]2=[CH:12][N:13]=[CH:14][CH:15]=[C:10]2[CH:9]=1.[OH-:17].[Na+].Cl[CH2:20][C:21]1[O:25][N:24]=[C:23]([C:26]2[CH:31]=[CH:30][C:29]([F:32])=[CH:28][C:27]=2[C:33]([F:36])([F:35])[F:34])[CH:22]=1.CN([CH:40]=[O:41])C.